From a dataset of Forward reaction prediction with 1.9M reactions from USPTO patents (1976-2016). Predict the product of the given reaction. (1) Given the reactants [CH3:1][O:2][CH2:3][O:4][C:5]1[CH:6]=[N:7][CH:8]=[CH:9][CH:10]=1.C([Li])(C)(C)C.[CH:16](=[O:18])[CH3:17], predict the reaction product. The product is: [CH3:1][O:2][CH2:3][O:4][C:5]1[CH:6]=[N:7][CH:8]=[CH:9][C:10]=1[CH:16]([OH:18])[CH3:17]. (2) Given the reactants [N:1]1([CH2:6][CH2:7][CH2:8][NH2:9])[CH:5]=[CH:4][N:3]=[CH:2]1.[OH:10][C:11]1[CH:12]=[CH:13][CH:14]=[C:15]2[C:20]=1[N:19]=[C:18]([CH:21]=O)[CH:17]=[CH:16]2.C[Si]([N:27]=[N+:28]=[N-:29])(C)C.[N+:30]([CH2:32][C:33]([CH3:36])([CH3:35])[CH3:34])#[C-:31], predict the reaction product. The product is: [CH3:34][C:33]([CH3:36])([CH3:35])[CH2:32][N:30]1[C:31]([CH:21]([NH:9][CH2:8][CH2:7][CH2:6][N:1]2[CH:5]=[CH:4][N:3]=[CH:2]2)[C:18]2[CH:17]=[CH:16][C:15]3[C:20](=[C:11]([OH:10])[CH:12]=[CH:13][CH:14]=3)[N:19]=2)=[N:29][N:28]=[N:27]1.